The task is: Predict the reactants needed to synthesize the given product.. This data is from Retrosynthesis with 50K atom-mapped reactions and 10 reaction types from USPTO. (1) Given the product CC#CCn1c(=O)n(C)c2ccnc(N3CCN(C(=O)OC(C)(C)C)CC3)c21, predict the reactants needed to synthesize it. The reactants are: CC#CCn1c(=O)n(C)c2ccnc(Cl)c21.CC(C)(C)OC(=O)N1CCNCC1. (2) Given the product CCOC(C(=O)NCc1ccc(C#N)cc1Oc1ccccc1)c1c(F)cc(OC)cc1F, predict the reactants needed to synthesize it. The reactants are: CCOC(C(=O)O)c1c(F)cc(OC)cc1F.N#Cc1ccc(CN)c(Oc2ccccc2)c1. (3) Given the product CCOC(=O)c1cc(C#N)c(N2CCC(C(=O)NS(=O)(=O)Cc3ccc(F)c(F)c3)CC2)nc1C(F)F, predict the reactants needed to synthesize it. The reactants are: CCOC(=O)c1cc(C#N)c(N2CCC(C(=O)O)CC2)nc1C(F)F.NS(=O)(=O)Cc1ccc(F)c(F)c1. (4) Given the product CC1(C)Oc2ccc(F)c(N)c2O1, predict the reactants needed to synthesize it. The reactants are: CC(C)(C)OC(=O)Nc1c(F)ccc2c1OC(C)(C)O2. (5) Given the product CN1C(=O)CC[C@@H]1CC#N, predict the reactants needed to synthesize it. The reactants are: CN1C(=O)CC[C@@H]1CBr.[C-]#N. (6) Given the product CCC1CC(Nc2ccc(Br)cc2)CCN1C(=O)OC(C)(C)C, predict the reactants needed to synthesize it. The reactants are: CCC1CC(=O)CCN1C(=O)OC(C)(C)C.Nc1ccc(Br)cc1. (7) Given the product CC(C)(C)OC(=O)N1C[C@H](Nc2ccc(Br)cc2[N+](=O)[O-])[C@H](OC(=O)CCl)C1, predict the reactants needed to synthesize it. The reactants are: CC(C)(C)OC(=O)N1C[C@H](O)[C@@H](Nc2ccc(Br)cc2[N+](=O)[O-])C1.O=C(O)CCl. (8) Given the product CC(C)OCc1ccc(Cc2ccc(NC(=O)OCC[Si](C)(C)C)cc2)cc1, predict the reactants needed to synthesize it. The reactants are: CC(C)OCc1ccc(Br)cc1.C[Si](C)(C)CCOC(=O)Nc1ccc(CCl)cc1. (9) Given the product COC(=O)CCc1ccc(Oc2cc(F)cc(Br)c2)cc1C, predict the reactants needed to synthesize it. The reactants are: COC(=O)CCc1ccc(O)cc1C.Fc1cc(Br)cc(Br)c1.